Predict which catalyst facilitates the given reaction. From a dataset of Catalyst prediction with 721,799 reactions and 888 catalyst types from USPTO. (1) Reactant: [CH2:1]1[C:13]2[NH:12][C:11]3[C:6](=[CH:7][CH:8]=[CH:9][CH:10]=3)[C:5]=2[CH2:4][CH2:3][C:2]1=[N:14]O.[OH-].[Na+]. Product: [CH2:1]1[C:13]2[NH:12][C:11]3[C:6](=[CH:7][CH:8]=[CH:9][CH:10]=3)[C:5]=2[CH2:4][CH2:3][CH:2]1[NH2:14]. The catalyst class is: 8. (2) The catalyst class is: 9. Reactant: [F:1][C:2]1[CH:3]=[C:4]2[C:8](=[CH:9][CH:10]=1)[NH:7][C:6](=[O:11])/[C:5]/2=[CH:12]\[C:13]1[NH:17][C:16]2[CH2:18][CH2:19][CH2:20][CH2:21][CH2:22][C:15]=2[C:14]=1[CH2:23][CH2:24][C:25]([OH:27])=O.[NH2:28][CH2:29][CH2:30][N:31]1[CH2:36][CH2:35][O:34][CH2:33][CH2:32]1.CN(C)CCCN=C=NCC.ON1C2C=CC=CC=2N=N1. Product: [F:1][C:2]1[CH:3]=[C:4]2[C:8](=[CH:9][CH:10]=1)[NH:7][C:6](=[O:11])/[C:5]/2=[CH:12]\[C:13]1[NH:17][C:16]2[CH2:18][CH2:19][CH2:20][CH2:21][CH2:22][C:15]=2[C:14]=1[CH2:23][CH2:24][C:25]([NH:28][CH2:29][CH2:30][N:31]1[CH2:36][CH2:35][O:34][CH2:33][CH2:32]1)=[O:27]. (3) Reactant: [CH3:1][N:2]([C:9]1[S:13][C:12]([C:14]2[CH:15]=[N:16][CH:17]=[CH:18][CH:19]=2)=[N:11][C:10]=1[CH3:20])[C:3](=[O:8])[CH2:4][CH2:5][S:6][CH3:7].B1([O-])OO1.[OH2:25].[OH2:26].O.O.[Na+].C([O-])(O)=O.[Na+].ClCCl. Product: [CH3:7][S:6]([CH2:5][CH2:4][C:3]([N:2]([CH3:1])[C:9]1[S:13][C:12]([C:14]2[CH:15]=[N:16][CH:17]=[CH:18][CH:19]=2)=[N:11][C:10]=1[CH3:20])=[O:8])(=[O:26])=[O:25]. The catalyst class is: 15. (4) Reactant: [Cl:1][C:2]1[CH:10]=[CH:9][C:8]2[NH:7][C:6]3[CH2:11][CH2:12][N:13]([CH3:15])[CH2:14][C:5]=3[C:4]=2[CH:3]=1.[F:16][C:17]([F:27])([F:26])[C:18]1[N:23]=[CH:22][C:21]([CH:24]=[CH2:25])=[CH:20][N:19]=1.[OH-].[K+]. Product: [Cl:1][C:2]1[CH:10]=[CH:9][C:8]2[N:7]([CH2:25][CH2:24][C:21]3[CH:22]=[N:23][C:18]([C:17]([F:26])([F:16])[F:27])=[N:19][CH:20]=3)[C:6]3[CH2:11][CH2:12][N:13]([CH3:15])[CH2:14][C:5]=3[C:4]=2[CH:3]=1. The catalyst class is: 37. (5) Reactant: [Cl:1][C:2]1[N:7]=[C:6](Cl)[CH:5]=[C:4]([C:9]2[CH:10]=[N:11][N:12]([CH3:14])[CH:13]=2)[N:3]=1.CCN(C(C)C)C(C)C.[NH:24]1[CH2:29][CH2:28][O:27][CH2:26][CH2:25]1.ClCCl. Product: [Cl:1][C:2]1[N:7]=[C:6]([N:24]2[CH2:29][CH2:28][O:27][CH2:26][CH2:25]2)[CH:5]=[C:4]([C:9]2[CH:10]=[N:11][N:12]([CH3:14])[CH:13]=2)[N:3]=1. The catalyst class is: 5. (6) Reactant: [C:1]([C:3]1[CH:4]=[CH:5][C:6]([CH3:26])=[C:7]([NH:9][C:10](=[O:25])[C:11]2[CH:16]=[CH:15][C:14]([O:17][CH2:18][C:19]3[CH:24]=[CH:23][CH:22]=[CH:21][N:20]=3)=[CH:13][CH:12]=2)[CH:8]=1)#[N:2].Cl.[NH2:28][OH:29].C([O-])(O)=O.[Na+]. Product: [OH:29][NH:28][C:1]([C:3]1[CH:4]=[CH:5][C:6]([CH3:26])=[C:7]([NH:9][C:10](=[O:25])[C:11]2[CH:16]=[CH:15][C:14]([O:17][CH2:18][C:19]3[CH:24]=[CH:23][CH:22]=[CH:21][N:20]=3)=[CH:13][CH:12]=2)[CH:8]=1)=[NH:2]. The catalyst class is: 5. (7) Reactant: [CH3:1][C:2]1[O:6][N:5]=[C:4]([C:7]2[CH:12]=[CH:11][CH:10]=[CH:9][CH:8]=2)[C:3]=1[CH2:13][NH2:14].[CH3:15][O:16][C:17]([C:19]1[CH:24]=[N:23][C:22](Cl)=[CH:21][N:20]=1)=[O:18]. Product: [CH3:15][O:16][C:17]([C:19]1[CH:24]=[N:23][C:22]([NH:14][CH2:13][C:3]2[C:4]([C:7]3[CH:12]=[CH:11][CH:10]=[CH:9][CH:8]=3)=[N:5][O:6][C:2]=2[CH3:1])=[CH:21][N:20]=1)=[O:18]. The catalyst class is: 16.